This data is from Reaction yield outcomes from USPTO patents with 853,638 reactions. The task is: Predict the reaction yield, written as a fraction of the theoretical maximum amount of product (1.0 means a 100% yield; for example, 0.34 means a 34% yield). (1) The reactants are [C:1]1([C:7]2[CH:8]=[C:9]([C:12]3([CH2:18][NH2:19])[CH2:17][CH2:16][O:15][CH2:14][CH2:13]3)[S:10][CH:11]=2)[CH:6]=[CH:5][CH:4]=[CH:3][CH:2]=1.[F:20][C:21]([F:37])([F:36])[C:22]1[O:26][N:25]=[C:24]([C:27]2[CH:28]=[C:29]([CH:33]=[CH:34][CH:35]=2)[C:30](O)=[O:31])[N:23]=1. No catalyst specified. The product is [C:1]1([C:7]2[CH:8]=[C:9]([C:12]3([CH2:18][NH:19][C:30](=[O:31])[C:29]4[CH:33]=[CH:34][CH:35]=[C:27]([C:24]5[N:23]=[C:22]([C:21]([F:37])([F:36])[F:20])[O:26][N:25]=5)[CH:28]=4)[CH2:13][CH2:14][O:15][CH2:16][CH2:17]3)[S:10][CH:11]=2)[CH:2]=[CH:3][CH:4]=[CH:5][CH:6]=1. The yield is 0.200. (2) The reactants are [Cl:1][C:2]1[N:7]=[C:6]([Cl:8])[C:5]([OH:9])=[C:4]([Cl:10])[N:3]=1.[CH3:11][O:12][C:13](=[O:19])[CH:14]([CH:16]1[CH2:18][CH2:17]1)O.C1(P(C2C=CC=CC=2)C2C=CC=CC=2)C=CC=CC=1.CC(OC(/N=N/C(OC(C)C)=O)=O)C. The catalyst is C1COCC1.O1CCOCC1. The product is [CH3:11][O:12][C:13](=[O:19])[CH:14]([CH:16]1[CH2:18][CH2:17]1)[O:9][C:5]1[C:4]([Cl:10])=[N:3][C:2]([Cl:1])=[N:7][C:6]=1[Cl:8]. The yield is 0.320. (3) The yield is 0.420. The product is [CH2:19]([O:18][C:11]1[CH:12]=[C:13]2[C:8](=[CH:9][C:10]=1[O:26][CH3:27])[C:7]([CH2:28][C:29]1[CH:34]=[CH:33][CH:32]=[C:31]([O:35][CH3:36])[CH:30]=1)=[N:6][CH:15]=[C:14]2[CH:16]=[O:17])[C:20]1[CH:25]=[CH:24][CH:23]=[CH:22][CH:21]=1. The catalyst is CO. The reactants are C(OC([N:6]1[CH:15]=[C:14]([CH:16]=[O:17])[C:13]2[C:8](=[CH:9][C:10]([O:26][CH3:27])=[C:11]([O:18][CH2:19][C:20]3[CH:25]=[CH:24][CH:23]=[CH:22][CH:21]=3)[CH:12]=2)[CH:7]1[CH2:28][C:29]1[CH:34]=[CH:33][CH:32]=[C:31]([O:35][CH3:36])[CH:30]=1)=O)C.[OH-].[K+].C(OCC)(=O)C.CCCCCC.C(OCC)(=O)C. (4) The reactants are COC1O[CH2:7][CH:6]([CH2:9][O:10][C:11]2[CH:16]=[CH:15][N:14]=[C:13]([CH2:17][S:18]([C:20]3[NH:24][C:23]4[CH:25]=[CH:26][CH:27]=[CH:28][C:22]=4[N:21]=3)=[O:19])[C:12]=2[CH3:29])CO1.[Na:30].COC1OCC(COC2C=CN=C(CS(C3NC4C=CC=CC=4N=3)=O)C=2C)CO1.[O:60]1[C:64]2(CCC(O)[CH2:66][CH2:65]2)[O:63][CH2:62][CH2:61]1. No catalyst specified. The product is [Na:30].[O:60]1[C:64]2([CH2:65][CH2:66][CH:9]([O:10][C:11]3[CH:16]=[CH:15][N:14]=[C:13]([CH2:17][S:18]([C:20]4[NH:21][C:22]5[CH:28]=[CH:27][CH:26]=[CH:25][C:23]=5[N:24]=4)=[O:19])[C:12]=3[CH3:29])[CH2:6][CH2:7]2)[O:63][CH2:62][CH2:61]1. The yield is 0.0730. (5) The yield is 0.600. The product is [NH2:17][C:14]1[CH:15]=[CH:16][N:11]2[N:10]=[C:9]([C:4]3[CH:5]=[CH:6][CH:7]=[CH:8][C:3]=3[OH:2])[N:18]=[C:12]2[CH:13]=1. The catalyst is C(Cl)Cl. The reactants are C[O:2][C:3]1[CH:8]=[CH:7][CH:6]=[CH:5][C:4]=1[C:9]1[N:18]=[C:12]2[CH:13]=[C:14]([NH2:17])[CH:15]=[CH:16][N:11]2[N:10]=1.B(Br)(Br)Br. (6) The reactants are [CH:1]1([NH:4][C:5]([C:7]2[N:8]=[N:9][N:10]([C:24]3[CH:29]=[CH:28][C:27]([C:30]([NH:32][CH2:33][CH3:34])=[O:31])=[CH:26][CH:25]=3)[C:11]=2[CH2:12][N:13]2C(=O)C3C(=CC=CC=3)C2=O)=[O:6])[CH2:3][CH2:2]1.O.NN. The catalyst is C(O)C. The product is [NH2:13][CH2:12][C:11]1[N:10]([C:24]2[CH:25]=[CH:26][C:27]([C:30]([NH:32][CH2:33][CH3:34])=[O:31])=[CH:28][CH:29]=2)[N:9]=[N:8][C:7]=1[C:5]([NH:4][CH:1]1[CH2:3][CH2:2]1)=[O:6]. The yield is 0.990. (7) The reactants are [F:1][C:2]1[CH:17]=[C:16]([CH:18]=O)[CH:15]=[CH:14][C:3]=1[O:4][C:5]1[N:6]=[CH:7][C:8]([C:11]([NH2:13])=[O:12])=[N:9][CH:10]=1.[Cl:20][C:21]1[CH:22]=[C:23]([CH:27]=[CH:28][C:29]=1[Cl:30])[CH2:24][CH2:25][NH2:26].[BH4-].[Na+]. The catalyst is CO. The product is [Cl:20][C:21]1[CH:22]=[C:23]([CH2:24][CH2:25][NH:26][CH2:18][C:16]2[CH:15]=[CH:14][C:3]([O:4][C:5]3[N:6]=[CH:7][C:8]([C:11]([NH2:13])=[O:12])=[N:9][CH:10]=3)=[C:2]([F:1])[CH:17]=2)[CH:27]=[CH:28][C:29]=1[Cl:30]. The yield is 0.440.